Predict the reaction yield, written as a fraction of the theoretical maximum amount of product (1.0 means a 100% yield; for example, 0.34 means a 34% yield). From a dataset of Reaction yield outcomes from USPTO patents with 853,638 reactions. (1) The reactants are [C:1]([C:5]1[CH:12]=[CH:11][C:10]([N+:13]([O-])=O)=[CH:9][C:6]=1[C:7]#[N:8])([CH3:4])([CH3:3])[CH3:2].C([O-])=O.[NH4+]. The catalyst is CCO.[Pd]. The product is [C:1]([C:5]1[CH:12]=[CH:11][C:10]([NH2:13])=[CH:9][C:6]=1[C:7]#[N:8])([CH3:4])([CH3:2])[CH3:3]. The yield is 0.910. (2) The catalyst is CN(C)C=O. The reactants are [Br:1][C:2]1[CH:7]=[CH:6][C:5]([N:8]2[C:12](=[O:13])[NH:11][N:10]=[CH:9]2)=[C:4]([F:14])[CH:3]=1.[OH-].[K+].[CH3:17][O:18][CH2:19][CH2:20]Br. The yield is 0.710. The product is [Br:1][C:2]1[CH:7]=[CH:6][C:5]([N:8]2[C:12](=[O:13])[N:11]([CH2:20][CH2:19][O:18][CH3:17])[N:10]=[CH:9]2)=[C:4]([F:14])[CH:3]=1. (3) The reactants are [CH3:1][O:2][C:3]1[CH:13]=[CH:12][CH:11]=[C:5]2[C:6]([O:8][C:9](=O)[C:4]=12)=[O:7].C([NH2:16])=O. The catalyst is O. The product is [CH3:1][O:2][C:3]1[CH:13]=[CH:12][CH:11]=[C:5]2[C:6]([NH:16][C:9](=[O:8])[C:4]=12)=[O:7]. The yield is 0.370. (4) The reactants are CS(C)=O.C(Cl)(=O)C(Cl)=O.C(=O)=O.CC(C)=O.[CH2:18]([O:21][C:22](=[O:53])[NH:23][C:24]1[CH:29]=[C:28]([O:30][Si:31]([CH:38]([CH3:40])[CH3:39])([CH:35]([CH3:37])[CH3:36])[CH:32]([CH3:34])[CH3:33])[C:27]([O:41][CH3:42])=[CH:26][C:25]=1[C:43]([N:45]1[CH:49]=[C:48]([CH3:50])[CH2:47][C@H:46]1[CH2:51][OH:52])=[O:44])[CH:19]=[CH2:20].C(N(CC)CC)C. The catalyst is ClCCl. The product is [OH:52][C@@H:51]1[N:23]([C:22]([O:21][CH2:18][CH:19]=[CH2:20])=[O:53])[C:24]2[CH:29]=[C:28]([O:30][Si:31]([CH:35]([CH3:37])[CH3:36])([CH:32]([CH3:34])[CH3:33])[CH:38]([CH3:39])[CH3:40])[C:27]([O:41][CH3:42])=[CH:26][C:25]=2[C:43](=[O:44])[N:45]2[CH:49]=[C:48]([CH3:50])[CH2:47][C@@H:46]12. The yield is 0.660. (5) The reactants are [BH4-].[Na+].[Br:3][C:4]1[CH:9]=[CH:8][C:7]([C:10](=[O:14])[CH2:11][CH2:12][Cl:13])=[CH:6][CH:5]=1. The catalyst is O1CCCC1. The product is [Br:3][C:4]1[CH:5]=[CH:6][C:7]([CH:10]([OH:14])[CH2:11][CH2:12][Cl:13])=[CH:8][CH:9]=1. The yield is 1.00. (6) The reactants are C([O:4][C@@H:5]([CH2:8][C:9]1[CH:14]=[C:13]([CH3:15])[CH:12]=[CH:11][C:10]=1[OH:16])[CH2:6][Br:7])(=O)C.BrC[C@@H](O)CC1C=C(F)C=CC=1O. The product is [Br:7][CH2:6][C@@H:5]([OH:4])[CH2:8][C:9]1[CH:14]=[C:13]([CH3:15])[CH:12]=[CH:11][C:10]=1[OH:16]. No catalyst specified. The yield is 0.940. (7) The reactants are [CH3:1][C:2]1[CH:10]=[CH:9][C:8]([N:11]([CH3:20])[S:12]([C:15]2[S:16][CH:17]=[CH:18][CH:19]=2)(=[O:14])=[O:13])=[C:7]2[C:3]=1[CH:4]=[C:5]([C:21](=[S:23])[NH2:22])[NH:6]2.Br[CH2:25][CH:26](OCC)OCC.CN(C)C(=O)C. The catalyst is C(OCC)(=O)C. The product is [CH3:20][N:11]([C:8]1[CH:9]=[CH:10][C:2]([CH3:1])=[C:3]2[C:7]=1[NH:6][C:5]([C:21]1[S:23][CH:25]=[CH:26][N:22]=1)=[CH:4]2)[S:12]([C:15]1[S:16][CH:17]=[CH:18][CH:19]=1)(=[O:14])=[O:13]. The yield is 0.430.